Predict the reaction yield, written as a fraction of the theoretical maximum amount of product (1.0 means a 100% yield; for example, 0.34 means a 34% yield). From a dataset of Reaction yield outcomes from USPTO patents with 853,638 reactions. (1) The reactants are [C:1]([CH2:3][CH2:4][O:5][CH2:6][O:7][CH2:8][O:9][C@@H:10]1[C@H:14]([OH:15])[C@@H:13]([CH2:16][OH:17])[O:12][C@H:11]1[N:18]1[CH:25]=[CH:24][C:22](=[O:23])[NH:21][C:19]1=[O:20])#[N:2].N1C=CC=CC=1.[CH3:32][O:33][C:34]1[CH:55]=[CH:54][C:37]([C:38](Cl)([C:47]2[CH:52]=[CH:51][CH:50]=[CH:49][CH:48]=2)[C:39]2[CH:44]=[CH:43][C:42]([O:45][CH3:46])=[CH:41][CH:40]=2)=[CH:36][CH:35]=1. The catalyst is ClCCl. The product is [CH3:46][O:45][C:42]1[CH:41]=[CH:40][C:39]([C:38]([O:17][CH2:16][C@H:13]2[O:12][C@@H:11]([N:18]3[CH:25]=[CH:24][C:22](=[O:23])[NH:21][C:19]3=[O:20])[C@H:10]([O:9][CH2:8][O:7][CH2:6][O:5][CH2:4][CH2:3][C:1]#[N:2])[C@@H:14]2[OH:15])([C:47]2[CH:48]=[CH:49][CH:50]=[CH:51][CH:52]=2)[C:37]2[CH:54]=[CH:55][C:34]([O:33][CH3:32])=[CH:35][CH:36]=2)=[CH:44][CH:43]=1. The yield is 0.960. (2) The product is [CH:28]([NH:35][C:36]([N:19]1[CH2:18][CH2:17][N:16]([C:8]([C:10]2[CH:15]=[CH:14][CH:13]=[CH:12][CH:11]=2)([CH:5]2[CH2:6][CH2:7][N:2]([CH3:1])[CH2:3][CH2:4]2)[CH3:9])[CH2:21][CH2:20]1)=[O:37])([C:29]1[CH:30]=[CH:31][CH:32]=[CH:33][CH:34]=1)[C:22]1[CH:27]=[CH:26][CH:25]=[CH:24][CH:23]=1. The yield is 0.870. The catalyst is C(Cl)Cl. The reactants are [CH3:1][N:2]1[CH2:7][CH2:6][CH:5]([C:8]([N:16]2[CH2:21][CH2:20][NH:19][CH2:18][CH2:17]2)([C:10]2[CH:15]=[CH:14][CH:13]=[CH:12][CH:11]=2)[CH3:9])[CH2:4][CH2:3]1.[C:22]1([CH:28]([N:35]=[C:36]=[O:37])[C:29]2[CH:34]=[CH:33][CH:32]=[CH:31][CH:30]=2)[CH:27]=[CH:26][CH:25]=[CH:24][CH:23]=1. (3) The reactants are [O:1]=[C:2]1[NH:7][C:6]2([CH2:12][CH2:11][N:10](C(OC(C)(C)C)=O)[CH2:9][CH2:8]2)[NH:5][C:4]2[CH:20]=[C:21]([C:23]3[CH:28]=[CH:27][N:26]=[CH:25][CH:24]=3)[S:22][C:3]1=2.FC(F)(F)C(O)=O.C(=O)([O-])O.[Na+].C(OCC)(=O)C. The catalyst is O1CCCC1. The product is [N:26]1[CH:27]=[CH:28][C:23]([C:21]2[S:22][C:3]3[C:2](=[O:1])[NH:7][C:6]4([CH2:12][CH2:11][NH:10][CH2:9][CH2:8]4)[NH:5][C:4]=3[CH:20]=2)=[CH:24][CH:25]=1. The yield is 0.930. (4) The reactants are [C:1]([O:5][C:6]([NH:8][C@@H:9]([CH2:24][C@H:25]1[CH2:30][CH2:29][CH2:28][O:27][CH2:26]1)[CH2:10][NH:11][C:12](=[O:23])OC1C=CC([N+]([O-])=O)=CC=1)=[O:7])([CH3:4])([CH3:3])[CH3:2].O[C:32](C(F)(F)F)=O.[Cl:38][C:39]1[CH:40]=[C:41]([C@@H:45]([C@@H:53]2[CH2:58][CH2:57][CH2:56][NH:55][CH2:54]2)[O:46][CH2:47][CH2:48][NH:49][C:50](=[O:52])[OH:51])[CH:42]=[CH:43][CH:44]=1. No catalyst specified. The product is [C:6]([NH:8][C@@H:9]([CH2:24][C@H:25]1[CH2:30][CH2:29][CH2:28][O:27][CH2:26]1)[CH2:10][NH:11][C:12]([N:55]1[CH2:56][CH2:57][CH2:58][C@@H:53]([C@H:45]([C:41]2[CH:42]=[CH:43][CH:44]=[C:39]([Cl:38])[CH:40]=2)[O:46][CH2:47][CH2:48][NH:49][C:50](=[O:51])[O:52][CH3:32])[CH2:54]1)=[O:23])([O:5][C:1]([CH3:2])([CH3:3])[CH3:4])=[O:7]. The yield is 0.630. (5) The reactants are [O:1]=[C:2]1[C:7]([CH2:8][C:9]2[CH:14]=[CH:13][C:12]([C:15]3[C:16]([C:21]#[N:22])=[CH:17][CH:18]=[CH:19][CH:20]=3)=[CH:11][CH:10]=2)=[C:6]([CH2:23][CH2:24][CH3:25])[N:5]2[N:26]=[CH:27][N:28]=[C:4]2[N:3]1[CH:29]1[CH2:34][CH2:33][C:32](=[O:35])[CH2:31][CH2:30]1.[CH2:36]([Mg]Br)[CH:37]=[CH2:38].[Cl-].[NH4+]. The catalyst is O1CCCC1. The product is [OH:35][C:32]1([CH2:38][CH:37]=[CH2:36])[CH2:31][CH2:30][CH:29]([N:3]2[C:2](=[O:1])[C:7]([CH2:8][C:9]3[CH:10]=[CH:11][C:12]([C:15]4[C:16]([C:21]#[N:22])=[CH:17][CH:18]=[CH:19][CH:20]=4)=[CH:13][CH:14]=3)=[C:6]([CH2:23][CH2:24][CH3:25])[N:5]3[N:26]=[CH:27][N:28]=[C:4]23)[CH2:34][CH2:33]1. The yield is 0.300.